Dataset: Reaction yield outcomes from USPTO patents with 853,638 reactions. Task: Predict the reaction yield, written as a fraction of the theoretical maximum amount of product (1.0 means a 100% yield; for example, 0.34 means a 34% yield). The reactants are [C:1]([C:3]1[CH:8]=[CH:7][C:6]([C@@H:9]2[C:14]([C:15]([OH:17])=[O:16])=[C:13]([CH3:18])[N:12]([C:19]3[CH:24]=[CH:23][CH:22]=[C:21]([C:25]([F:28])([F:27])[F:26])[CH:20]=3)[C:11](=[O:29])[NH:10]2)=[C:5]([S:30]([CH3:33])(=[O:32])=[O:31])[CH:4]=1)#[N:2].Br[CH2:35][CH2:36][OH:37].C(N(CC)CC)C. The catalyst is CN(C=O)C. The product is [C:1]([C:3]1[CH:8]=[CH:7][C:6]([C@@H:9]2[C:14]([C:15]([O:17][CH2:35][CH2:36][OH:37])=[O:16])=[C:13]([CH3:18])[N:12]([C:19]3[CH:24]=[CH:23][CH:22]=[C:21]([C:25]([F:27])([F:28])[F:26])[CH:20]=3)[C:11](=[O:29])[NH:10]2)=[C:5]([S:30]([CH3:33])(=[O:31])=[O:32])[CH:4]=1)#[N:2]. The yield is 0.940.